Task: Predict the reactants needed to synthesize the given product.. Dataset: Full USPTO retrosynthesis dataset with 1.9M reactions from patents (1976-2016) (1) Given the product [NH2:19][C:20]1[S:21][C:22]2[C:23](=[C:25]([S:30]([NH:1][C:2]3[CH:3]=[CH:4][C:5]([C:6]([O:8][CH2:9][CH3:10])=[O:7])=[CH:11][CH:12]=3)(=[O:32])=[O:31])[CH:26]=[C:27]([F:29])[CH:28]=2)[N:24]=1, predict the reactants needed to synthesize it. The reactants are: [NH2:1][C:2]1[CH:12]=[CH:11][C:5]([C:6]([O:8][CH2:9][CH3:10])=[O:7])=[CH:4][CH:3]=1.N1C=CC=CC=1.[NH2:19][C:20]1[S:21][C:22]2[C:23](=[C:25]([S:30](Cl)(=[O:32])=[O:31])[CH:26]=[C:27]([F:29])[CH:28]=2)[N:24]=1. (2) Given the product [CH3:3][O:4][C:5]1[CH:10]=[CH:9][C:8]([CH2:11][O:12][C:14]2[C:15]3[S:22][CH:21]=[CH:20][C:16]=3[N:17]=[CH:18][N:19]=2)=[CH:7][CH:6]=1, predict the reactants needed to synthesize it. The reactants are: [H-].[Na+].[CH3:3][O:4][C:5]1[CH:10]=[CH:9][C:8]([CH2:11][OH:12])=[CH:7][CH:6]=1.Cl[C:14]1[C:15]2[S:22][CH:21]=[CH:20][C:16]=2[N:17]=[CH:18][N:19]=1.CO. (3) Given the product [N:16]([CH2:19][CH2:20][CH2:21][CH2:22][CH2:23][CH2:24][CH2:25][CH2:26][CH2:27][CH2:28][CH2:29][C:30]([OH:14])=[O:31])=[N+:17]=[N-:18], predict the reactants needed to synthesize it. The reactants are: N(CCCCCCCCCC(O)=[O:14])=[N+]=[N-].[N:16]([CH2:19][CH2:20][CH2:21][CH2:22][CH2:23][CH2:24][CH2:25][CH2:26][CH2:27][CH2:28][CH2:29][CH2:30][OH:31])=[N+:17]=[N-:18].C[N+]1([O-])CCOCC1. (4) Given the product [C:13]1([CH2:19][CH2:20][CH2:21][NH:22][C:10]([CH:8]2[CH2:7][CH2:6][C:5]3[NH:1][CH:2]=[N:3][C:4]=3[CH2:9]2)=[O:12])[CH:18]=[CH:17][CH:16]=[CH:15][CH:14]=1, predict the reactants needed to synthesize it. The reactants are: [NH:1]1[C:5]2[CH2:6][CH2:7][CH:8]([C:10]([OH:12])=O)[CH2:9][C:4]=2[N:3]=[CH:2]1.[C:13]1([CH2:19][CH2:20][CH2:21][NH2:22])[CH:18]=[CH:17][CH:16]=[CH:15][CH:14]=1. (5) The reactants are: [N:1]1([S:7]([C:10]2[C:18]3[C:13](=[CH:14][CH:15]=[C:16]([C:19]#[C:20][C:21]4[CH:26]=[CH:25][CH:24]=[CH:23][CH:22]=4)[CH:17]=3)[NH:12][C:11]=2[C:27]([NH2:29])=[O:28])(=[O:9])=[O:8])[CH2:6][CH2:5][O:4][CH2:3][CH2:2]1. Given the product [N:1]1([S:7]([C:10]2[C:18]3[C:13](=[CH:14][CH:15]=[C:16]([CH2:19][CH2:20][C:21]4[CH:26]=[CH:25][CH:24]=[CH:23][CH:22]=4)[CH:17]=3)[NH:12][C:11]=2[C:27]([NH2:29])=[O:28])(=[O:8])=[O:9])[CH2:2][CH2:3][O:4][CH2:5][CH2:6]1, predict the reactants needed to synthesize it.